Binary Classification. Given a drug SMILES string, predict its activity (active/inactive) in a high-throughput screening assay against a specified biological target. From a dataset of HIV replication inhibition screening data with 41,000+ compounds from the AIDS Antiviral Screen. (1) The molecule is CCOC(=O)NCC(=O)NCC(=O)NCC(N)=O.Cl. The result is 0 (inactive). (2) The compound is O=[N+]([O-])c1ncn(C2OC(CO)C(O)C2O)c1S. The result is 0 (inactive). (3) The drug is CC1=NN(C(=O)CC(=O)Nc2cccc(C)c2)C(=O)C1N=Nc1ccc(C(=O)O)cc1. The result is 0 (inactive). (4) The molecule is Cc1csc2n(C)c(=O)c3ccccc3[n+]12.[Cl-]. The result is 0 (inactive). (5) The compound is CCCCc1ccc(Nc2nc(O)c3ncn(C4OC(COC(C)=O)C(OC(C)=O)C4OC(C)=O)c3n2)cc1. The result is 0 (inactive).